Task: Predict which catalyst facilitates the given reaction.. Dataset: Catalyst prediction with 721,799 reactions and 888 catalyst types from USPTO (1) Reactant: [OH:1][C:2]1[CH:27]=[CH:26][C:5]2[C:6](=[O:25])/[C:7](=[CH:9]/[C:10]3[C:18]4[C:13](=[N:14][C:15]([C:19]5[CH:24]=[CH:23][CH:22]=[CH:21][CH:20]=5)=[CH:16][CH:17]=4)[NH:12][CH:11]=3)/[O:8][C:4]=2[C:3]=1[CH2:28][N:29]1[CH2:34][CH2:33][N:32](C(OC(C)(C)C)=O)[CH2:31][CH2:30]1.[ClH:42]. Product: [ClH:42].[ClH:42].[ClH:42].[OH:1][C:2]1[CH:27]=[CH:26][C:5]2[C:6](=[O:25])/[C:7](=[CH:9]/[C:10]3[C:18]4[C:13](=[N:14][C:15]([C:19]5[CH:20]=[CH:21][CH:22]=[CH:23][CH:24]=5)=[CH:16][CH:17]=4)[NH:12][CH:11]=3)/[O:8][C:4]=2[C:3]=1[CH2:28][N:29]1[CH2:30][CH2:31][NH:32][CH2:33][CH2:34]1. The catalyst class is: 135. (2) Reactant: [NH2:1][CH2:2][C@@H:3]1[C@H:7]([OH:8])[CH2:6][N:5]([CH2:9][CH2:10][N:11]2[C:20]3[C:15](=[CH:16][CH:17]=[C:18]([O:21][CH3:22])[CH:19]=3)[CH:14]=[CH:13][C:12]2=[O:23])[CH2:4]1.[O:24]=[C:25]1[CH2:30][O:29][C:28]2[CH:31]=[CH:32][C:33]([CH:35]=O)=[N:34][C:27]=2[NH:26]1.C(=O)([O-])[O-].[Na+].[Na+].C(O[BH-](OC(=O)C)OC(=O)C)(=O)C.[Na+].C(Cl)[Cl:58]. Product: [ClH:58].[OH:8][C@@H:7]1[CH2:6][N:5]([CH2:9][CH2:10][N:11]2[C:20]3[C:15](=[CH:16][CH:17]=[C:18]([O:21][CH3:22])[CH:19]=3)[CH:14]=[CH:13][C:12]2=[O:23])[CH2:4][C@@H:3]1[CH2:2][NH:1][CH2:35][C:33]1[CH:32]=[CH:31][C:28]2[O:29][CH2:30][C:25](=[O:24])[NH:26][C:27]=2[N:34]=1. The catalyst class is: 5. (3) Reactant: C[O:2][C:3](=[O:31])[CH2:4][O:5][C:6]1[CH:11]=[CH:10][C:9]([O:12][CH2:13][CH:14]=[C:15]([C:23]2[CH:28]=[CH:27][C:26]([Br:29])=[CH:25][CH:24]=2)[C:16]2[CH:21]=[CH:20][C:19]([Br:22])=[CH:18][CH:17]=2)=[CH:8][C:7]=1[CH3:30].[OH-].[Na+]. Product: [Br:22][C:19]1[CH:18]=[CH:17][C:16]([C:15]([C:23]2[CH:28]=[CH:27][C:26]([Br:29])=[CH:25][CH:24]=2)=[CH:14][CH2:13][O:12][C:9]2[CH:10]=[CH:11][C:6]([O:5][CH2:4][C:3]([OH:31])=[O:2])=[C:7]([CH3:30])[CH:8]=2)=[CH:21][CH:20]=1. The catalyst class is: 8. (4) Reactant: [Cl:1][C:2]1[CH:3]=[C:4]([CH2:15][OH:16])[CH:5]=[N:6][C:7]=1[N:8]1[CH2:13][CH2:12][NH:11][C@H:10]([CH3:14])[CH2:9]1.Cl[C:18]1[NH:22][C:21]2[C:23]([N+:31]([O-:33])=[O:32])=[CH:24][C:25]([C:27]([F:30])([F:29])[F:28])=[CH:26][C:20]=2[N:19]=1. Product: [Cl:1][C:2]1[CH:3]=[C:4]([CH2:15][OH:16])[CH:5]=[N:6][C:7]=1[N:8]1[CH2:13][CH2:12][N:11]([C:18]2[NH:22][C:21]3[C:23]([N+:31]([O-:33])=[O:32])=[CH:24][C:25]([C:27]([F:29])([F:28])[F:30])=[CH:26][C:20]=3[N:19]=2)[C@H:10]([CH3:14])[CH2:9]1. The catalyst class is: 14.